Dataset: Forward reaction prediction with 1.9M reactions from USPTO patents (1976-2016). Task: Predict the product of the given reaction. (1) Given the reactants [I:1][C:2]1[CH:12]=[CH:11][CH:10]=[C:4]2[C:5]([O:7][C:8](=[O:9])[C:3]=12)=[O:6].[CH2:13]([NH:15][CH2:16][CH3:17])[CH3:14], predict the reaction product. The product is: [I:1][C:2]1[CH:12]=[CH:11][CH:10]=[C:4]([C:5]([N:15]([CH2:16][CH3:17])[CH2:13][CH3:14])=[O:6])[C:3]=1[C:8]([OH:7])=[O:9]. (2) Given the reactants C(OC([N:8]1[C:17]2[C:12](=[CH:13][CH:14]=[C:15]([NH:18][C:19]([C:21]3[C:30](=[O:31])[C:29]4[C:24](=[CH:25][CH:26]=[CH:27][CH:28]=4)[NH:23][CH:22]=3)=[O:20])[CH:16]=2)[CH2:11][CH2:10][CH2:9]1)=O)(C)(C)C.C(O)(C(F)(F)F)=O, predict the reaction product. The product is: [O:31]=[C:30]1[C:29]2[C:24](=[CH:25][CH:26]=[CH:27][CH:28]=2)[NH:23][CH:22]=[C:21]1[C:19]([NH:18][C:15]1[CH:16]=[C:17]2[C:12]([CH2:11][CH2:10][CH2:9][NH:8]2)=[CH:13][CH:14]=1)=[O:20]. (3) Given the reactants [N:1]1([CH2:10][C:11](N)=[O:12])[C:9]2[C:4](=[CH:5][CH:6]=[CH:7][CH:8]=2)[CH:3]=[N:2]1.[H-].[Na+].[CH3:16][O:17][C:18]1[CH:23]=[C:22]([O:24][C:25]2[CH:30]=[CH:29][N:28]=[C:27]3[CH:31]=[C:32]([C:34]4[N:35]([CH3:39])[CH:36]=[CH:37][N:38]=4)[S:33][C:26]=23)[CH:21]=[CH:20][C:19]=1[N:40]=[C:41]=[S:42].O.C[N:45](C)C=O, predict the reaction product. The product is: [N:1]1([CH2:10][C:11]([N:40]([C:19]2[CH:20]=[CH:21][C:22]([O:24][C:25]3[CH:30]=[CH:29][N:28]=[C:27]4[CH:31]=[C:32]([C:34]5[N:35]([CH3:39])[CH:36]=[CH:37][N:38]=5)[S:33][C:26]=34)=[CH:23][C:18]=2[O:17][CH3:16])[C:41]([NH2:45])=[S:42])=[O:12])[C:9]2[C:4](=[CH:5][CH:6]=[CH:7][CH:8]=2)[CH:3]=[N:2]1.